This data is from Reaction yield outcomes from USPTO patents with 853,638 reactions. The task is: Predict the reaction yield, written as a fraction of the theoretical maximum amount of product (1.0 means a 100% yield; for example, 0.34 means a 34% yield). (1) The reactants are [Cl:1][C:2]1[N:7]=[CH:6][C:5]([CH:8]([OH:13])[C:9]([F:12])([F:11])[F:10])=[CH:4][CH:3]=1.C(N(CC)CC)C.[F:21][C:22]([F:35])([F:34])[S:23](O[S:23]([C:22]([F:35])([F:34])[F:21])(=[O:25])=[O:24])(=[O:25])=[O:24].CCCCCC. The catalyst is C(Cl)Cl.O. The product is [F:21][C:22]([F:35])([F:34])[S:23]([O:13][CH:8]([C:5]1[CH:6]=[N:7][C:2]([Cl:1])=[CH:3][CH:4]=1)[C:9]([F:10])([F:11])[F:12])(=[O:25])=[O:24]. The yield is 0.972. (2) The reactants are CC1(C)C(C)(C)OB([C:9]2[CH:17]=[CH:16][CH:15]=[C:14]3[C:10]=2[CH:11]=[CH:12][NH:13]3)O1.Br[C:20]1[CH:21]=[C:22]([Cl:26])[CH:23]=[CH:24][CH:25]=1.[OH-].[Na+]. The catalyst is C1COCC1.[Pd].C(OCC)(=O)C. The product is [Cl:26][C:22]1[CH:21]=[C:20]([C:9]2[CH:17]=[CH:16][CH:15]=[C:14]3[C:10]=2[CH:11]=[CH:12][NH:13]3)[CH:25]=[CH:24][CH:23]=1. The yield is 0.910. (3) The reactants are [NH2:1][C:2]1[CH:7]=[C:6]([Cl:8])[N:5]=[CH:4][C:3]=1[CH2:9][OH:10]. The catalyst is C(Cl)Cl.[O-2].[O-2].[Mn+4]. The product is [NH2:1][C:2]1[C:3]([CH:9]=[O:10])=[CH:4][N:5]=[C:6]([Cl:8])[CH:7]=1. The yield is 0.730. (4) The reactants are C(OC[O:5][C:6]1[CH:11]=[CH:10][C:9]([O:12][CH3:13])=[C:8]([O:14]COCC)[C:7]=1[CH3:19])C.Cl.O. The catalyst is CO. The product is [CH3:13][O:12][C:9]1[CH:10]=[CH:11][C:6]([OH:5])=[C:7]([CH3:19])[C:8]=1[OH:14]. The yield is 0.980. (5) The reactants are [CH3:1][O:2][C:3]1[CH:8]=[C:7]([N:9]2[CH2:14][CH2:13][CH:12]([N:15](C)[C:16](=O)OCC3C=CC=CC=3)[CH2:11][CH2:10]2)[CH:6]=[CH:5][N:4]=1. The catalyst is CO. The product is [CH3:1][O:2][C:3]1[CH:8]=[C:7]([N:9]2[CH2:10][CH2:11][CH:12]([NH:15][CH3:16])[CH2:13][CH2:14]2)[CH:6]=[CH:5][N:4]=1. The yield is 0.990. (6) The reactants are [F:1][C:2]1[CH:3]=[C:4]([C:22]2[C:23]([C:28]#[N:29])=[CH:24][CH:25]=[CH:26][CH:27]=2)[CH:5]=[CH:6][C:7]=1[CH2:8][C:9]1[C:10](=[O:21])[NH:11][C:12]2[N:13]([N:18]=[CH:19][N:20]=2)[C:14]=1[CH2:15][CH2:16][CH3:17].Cl[CH2:31][O:32][CH3:33].C(=O)([O-])[O-].[K+].[K+].CN(C)C=O. The catalyst is C(OCC)(=O)C. The product is [CH3:31][O:32][CH2:33][N:11]1[C:10](=[O:21])[C:9]([CH2:8][C:7]2[CH:6]=[CH:5][C:4]([C:22]3[C:23]([C:28]#[N:29])=[CH:24][CH:25]=[CH:26][CH:27]=3)=[CH:3][C:2]=2[F:1])=[C:14]([CH2:15][CH2:16][CH3:17])[N:13]2[N:18]=[CH:19][N:20]=[C:12]12. The yield is 0.690.